This data is from Forward reaction prediction with 1.9M reactions from USPTO patents (1976-2016). The task is: Predict the product of the given reaction. (1) Given the reactants [NH2:1][CH2:2][C:3]1[NH:4][C:5](=[O:26])[C:6]2[C:7](=[N:9][N:10]([CH2:19][C:20]3[CH:25]=[CH:24][CH:23]=[CH:22][CH:21]=3)[C:11]=2[NH:12][C:13]2[CH:18]=[CH:17][CH:16]=[CH:15][CH:14]=2)[N:8]=1.C([BH3-])#N.[Na+].[Cl:31][CH2:32][CH:33]=O, predict the reaction product. The product is: [CH2:19]([N:10]1[C:11]([NH:12][C:13]2[CH:18]=[CH:17][CH:16]=[CH:15][CH:14]=2)=[C:6]2[C:7]([N:8]=[C:3]([CH2:2][NH:1][CH2:33][CH2:32][Cl:31])[NH:4][C:5]2=[O:26])=[N:9]1)[C:20]1[CH:21]=[CH:22][CH:23]=[CH:24][CH:25]=1. (2) The product is: [C:27]([CH:6]1[N:7]2[CH2:20][CH2:19][C:18]3[C:13]([C:8]2=[CH:9][C:10]2[CH:11]=[CH:12][C:3]([O:2][CH3:1])=[C:4]([O:24][CH3:25])[C:5]1=2)=[CH:14][C:15]1[O:23][CH2:22][O:21][C:16]=1[CH:17]=3)#[CH:28]. Given the reactants [CH3:1][O:2][C:3]1[CH:12]=[CH:11][C:10]2[C:5](=[CH:6][N+:7]3[CH2:20][CH2:19][C:18]4[C:13](=[CH:14][C:15]5[O:23][CH2:22][O:21][C:16]=5[CH:17]=4)[C:8]=3[CH:9]=2)[C:4]=1[O:24][CH3:25].[Cl-].[C:27]([Mg]Cl)#[CH:28], predict the reaction product. (3) The product is: [CH:3]([O:30][CH:27]([CH3:28])[CH3:31])([CH3:26])[CH3:4].[CH3:1][O:2][C:3]1[CH:26]=[CH:25][C:6]2[NH:7][C:8]([C:10]3[C:22]4[C:21]5[C:16](=[CH:17][CH:18]=[CH:19][CH:20]=5)[CH:15]([NH2:23])[C:14]=4[CH:13]=[CH:12][CH:11]=3)=[N:9][C:5]=2[CH:4]=1. Given the reactants [CH3:1][O:2][C:3]1[CH:26]=[CH:25][C:6]2[NH:7][C:8]([C:10]3[C:22]4[C:21]5[C:16](=[CH:17][CH:18]=[CH:19][CH:20]=5)[C:15](=[N:23]O)[C:14]=4[CH:13]=[CH:12][CH:11]=3)=[N:9][C:5]=2[CH:4]=1.[C:27]([OH:30])(=O)[CH3:28].[CH2:31](O)C, predict the reaction product.